Dataset: Reaction yield outcomes from USPTO patents with 853,638 reactions. Task: Predict the reaction yield, written as a fraction of the theoretical maximum amount of product (1.0 means a 100% yield; for example, 0.34 means a 34% yield). (1) The reactants are [CH3:1][O:2][C:3]([C:5]1[S:9][C:8]([N:10]2[CH2:15][CH2:14][NH:13][CH2:12][CH2:11]2)=[N:7][CH:6]=1)=[O:4].[F:16][C:17]1[CH:22]=[CH:21][C:20]([S:23](Cl)(=[O:25])=[O:24])=[CH:19][CH:18]=1.C(N(CC)CC)C.O. The catalyst is ClCCl. The product is [CH3:1][O:2][C:3]([C:5]1[S:9][C:8]([N:10]2[CH2:11][CH2:12][N:13]([S:23]([C:20]3[CH:21]=[CH:22][C:17]([F:16])=[CH:18][CH:19]=3)(=[O:25])=[O:24])[CH2:14][CH2:15]2)=[N:7][CH:6]=1)=[O:4]. The yield is 0.884. (2) The reactants are C[C:2]1([C:5]([C:7]2[C:12]3[N:13]4[CH2:19][CH2:18][CH2:17][N:16]([C:20]5[C:21]([CH3:28])=[N:22][C:23]([O:26][CH3:27])=[CH:24][CH:25]=5)[C:14]4=[N:15][C:11]=3[C:10]([Cl:29])=[CH:9][CH:8]=2)=[O:6])[CH2:4][CH2:3]1.O1[CH2:34][CH2:33][CH2:32]C1. No catalyst specified. The product is [Cl:29][C:10]1[C:11]2[N:15]=[C:14]3[N:16]([C:20]4[C:21]([CH3:28])=[N:22][C:23]([O:26][CH3:27])=[CH:24][CH:25]=4)[CH2:17][CH2:18][CH2:19][N:13]3[C:12]=2[C:7]([C:5]([CH:2]2[CH2:3][CH2:4]2)([CH:32]2[CH2:33][CH2:34]2)[OH:6])=[CH:8][CH:9]=1. The yield is 0.700. (3) The reactants are [N:1]1([C:6]2[CH:11]=[CH:10][C:9]([OH:12])=[C:8]([I:13])[CH:7]=2)[CH:5]=[CH:4][N:3]=[CH:2]1.Cl[C:15]1[C:24]2[C:19](=[CH:20][C:21]([O:27][CH3:28])=[C:22]([O:25][CH3:26])[CH:23]=2)[N:18]=[CH:17][CH:16]=1.O. The catalyst is CN(C)C1C=CN=CC=1.ClC1C=CC=CC=1Cl. The product is [N:1]1([C:6]2[CH:11]=[CH:10][C:9]([O:12][C:15]3[C:24]4[C:19](=[CH:20][C:21]([O:27][CH3:28])=[C:22]([O:25][CH3:26])[CH:23]=4)[N:18]=[CH:17][CH:16]=3)=[C:8]([I:13])[CH:7]=2)[CH:5]=[CH:4][N:3]=[CH:2]1. The yield is 0.450. (4) The reactants are [N:1]1[C:10]2[C:5](=[CH:6][CH:7]=[CH:8][CH:9]=2)[N:4]=[CH:3][C:2]=1[OH:11].[Br:12]Br. The catalyst is S(=O)(=O)(O)O.C(Cl)(Cl)(Cl)Cl.S([O-])([O-])(=O)=O.[Ag+2]. The product is [Br:12][C:7]1[CH:6]=[C:5]2[C:10](=[CH:9][CH:8]=1)[N:1]=[C:2]([OH:11])[CH:3]=[N:4]2. The yield is 0.400. (5) The reactants are C(ON=O)(C)(C)C.N[C:9]1[C:21]2[C:12](=[N:13][C:14]3[CH2:15][CH2:16][CH:17]([C:22]([CH3:25])([CH3:24])[CH3:23])[CH2:18][C:19]=3[CH:20]=2)[S:11][C:10]=1[C:26]#[N:27].O. The catalyst is CN(C=O)C. The product is [C:22]([CH:17]1[CH2:16][CH2:15][C:14]2[N:13]=[C:12]3[S:11][C:10]([C:26]#[N:27])=[CH:9][C:21]3=[CH:20][C:19]=2[CH2:18]1)([CH3:25])([CH3:23])[CH3:24]. The yield is 0.640. (6) The reactants are [NH2:1][C:2]1[N:3]([C:8]2[C:17]3[C:12](=[CH:13][CH:14]=[CH:15][CH:16]=3)[C:11]([CH:18]3[CH2:20][CH2:19]3)=[CH:10][CH:9]=2)[C:4]([SH:7])=[N:5][N:6]=1.[Cl:21][C:22]1[CH:23]=[C:24]([CH:28]=[CH:29][C:30]=1[NH:31][C:32](=[O:35])[CH2:33]Cl)[C:25]([OH:27])=[O:26].O. The catalyst is CN(C=O)C. The product is [NH2:1][C:2]1[N:3]([C:8]2[C:17]3[C:12](=[CH:13][CH:14]=[CH:15][CH:16]=3)[C:11]([CH:18]3[CH2:20][CH2:19]3)=[CH:10][CH:9]=2)[C:4]([S:7][CH2:33][C:32]([NH:31][C:30]2[CH:29]=[CH:28][C:24]([C:25]([OH:27])=[O:26])=[CH:23][C:22]=2[Cl:21])=[O:35])=[N:5][N:6]=1. The yield is 0.750. (7) The reactants are [CH2:1]([N:8]1[CH2:14][C:13]2[N:15]=[CH:16][C:17](Cl)=[N:18][C:12]=2[O:11][CH2:10][CH2:9]1)[C:2]1[CH:7]=[CH:6][CH:5]=[CH:4][CH:3]=1.C1(P(C2CCCCC2)C2C=CC=CC=2C2C=CC=CC=2)CCCCC1.C[Si](C)(C)[N-:47][Si](C)(C)C.[Li+].Cl.C(=O)([O-])O.[Na+]. The catalyst is C1COCC1.C1C=CC(/C=C/C(/C=C/C2C=CC=CC=2)=O)=CC=1.C1C=CC(/C=C/C(/C=C/C2C=CC=CC=2)=O)=CC=1.C1C=CC(/C=C/C(/C=C/C2C=CC=CC=2)=O)=CC=1.[Pd].[Pd]. The product is [CH2:1]([N:8]1[CH2:14][C:13]2[N:15]=[CH:16][C:17]([NH2:47])=[N:18][C:12]=2[O:11][CH2:10][CH2:9]1)[C:2]1[CH:7]=[CH:6][CH:5]=[CH:4][CH:3]=1. The yield is 0.490. (8) The reactants are [S:1]1[CH2:5][C@@H:4]([CH2:6][OH:7])[NH:3][CH2:2]1.[Cl:8][CH2:9][CH:10]1[CH2:12]O1. No catalyst specified. The product is [Cl:8][CH2:9][CH:10]1[O:7][CH2:6][C@@H:4]2[CH2:5][S:1][CH2:2][N:3]2[CH2:12]1. The yield is 0.0240. (9) The reactants are [CH2:1]([C:3]1([CH2:19][CH3:20])[C:11]2[C:6](=[CH:7][CH:8]=[C:9]([N+:12]([O-])=O)[CH:10]=2)[N:5]([CH:15]([CH3:17])[CH3:16])[C:4]1=[O:18])[CH3:2]. The catalyst is CO.O1CCCC1.[Pd]. The product is [NH2:12][C:9]1[CH:10]=[C:11]2[C:6](=[CH:7][CH:8]=1)[N:5]([CH:15]([CH3:16])[CH3:17])[C:4](=[O:18])[C:3]2([CH2:19][CH3:20])[CH2:1][CH3:2]. The yield is 0.860.